From a dataset of NCI-60 drug combinations with 297,098 pairs across 59 cell lines. Regression. Given two drug SMILES strings and cell line genomic features, predict the synergy score measuring deviation from expected non-interaction effect. (1) Drug 1: CC1=C(C=C(C=C1)NC2=NC=CC(=N2)N(C)C3=CC4=NN(C(=C4C=C3)C)C)S(=O)(=O)N.Cl. Drug 2: C1=NC2=C(N1)C(=S)N=CN2. Cell line: NCI-H322M. Synergy scores: CSS=-2.07, Synergy_ZIP=-10.6, Synergy_Bliss=-22.8, Synergy_Loewe=-51.5, Synergy_HSA=-24.2. (2) Drug 1: CN(C)N=NC1=C(NC=N1)C(=O)N. Drug 2: C1=NC2=C(N=C(N=C2N1C3C(C(C(O3)CO)O)F)Cl)N. Cell line: MOLT-4. Synergy scores: CSS=44.0, Synergy_ZIP=-0.513, Synergy_Bliss=-1.72, Synergy_Loewe=-2.49, Synergy_HSA=-1.15. (3) Drug 1: C1=CC(=CC=C1C#N)C(C2=CC=C(C=C2)C#N)N3C=NC=N3. Drug 2: CC(C)CN1C=NC2=C1C3=CC=CC=C3N=C2N. Cell line: SF-295. Synergy scores: CSS=-3.11, Synergy_ZIP=3.63, Synergy_Bliss=2.67, Synergy_Loewe=0.520, Synergy_HSA=0.562.